From a dataset of Reaction yield outcomes from USPTO patents with 853,638 reactions. Predict the reaction yield, written as a fraction of the theoretical maximum amount of product (1.0 means a 100% yield; for example, 0.34 means a 34% yield). The reactants are [Cl:1][C:2]1(N)[CH:7]=[CH:6][C:5]([N:8]([C:12]2[CH:17]=[CH:16][CH:15]=[CH:14][C:13]=2[C:18]([F:21])([F:20])[F:19])[C:9](=[O:11])[NH2:10])=[CH:4][CH2:3]1.[C:23]([O:34][CH3:35])(=[O:33])[C:24]1[CH:32]=[CH:31][CH:30]=[C:26](C([O-])=O)[CH:25]=1.C1C=CC2N([OH:45])N=NC=2C=1.O.CN1CCOCC1.CCN=C=NCCCN(C)C.Cl.C[N:67]([CH:69]=[O:70])C. The catalyst is CCOC(C)=O. The product is [Cl:1][C:2]1([C:31]2[CH:30]=[CH:26][CH:25]=[C:24]([C:23]([O:34][CH3:35])=[O:33])[CH:32]=2)[CH:7]=[CH:6][C:5]([N:8]([C:12]2[CH:17]=[CH:16][CH:15]=[CH:14][C:13]=2[C:18]([F:21])([F:20])[F:19])[C:9](=[O:11])[NH2:10])=[C:4]([NH:67][C:69]([OH:70])=[O:45])[CH2:3]1. The yield is 0.430.